Predict the product of the given reaction. From a dataset of Forward reaction prediction with 1.9M reactions from USPTO patents (1976-2016). (1) The product is: [I:9][C:10]1[CH:15]=[CH:14][C:13]([C:16]([C:21]2[CH:22]=[CH:23][C:24]([O:25][C:26]([C:7]3[CH:5]=[N:4][CH:1]=[CH:3][CH:39]=3)([CH3:31])[C:27]([O:29][CH3:30])=[O:28])=[CH:37][CH:38]=2)([CH3:20])[CH:17]([CH3:18])[CH3:19])=[CH:12][CH:11]=1. Given the reactants [CH:1]([N-:4][CH:5]([CH3:7])C)([CH3:3])C.[Li+].[I:9][C:10]1[CH:15]=[CH:14][C:13]([C:16]([C:21]2[CH:38]=[CH:37][C:24]([O:25][CH:26]([C:31]3C=CC=CN=3)[C:27]([O:29][CH3:30])=[O:28])=[CH:23][CH:22]=2)([CH3:20])[CH:17]([CH3:19])[CH3:18])=[CH:12][CH:11]=1.[CH3:39]N1CCCN(C)C1=O.IC, predict the reaction product. (2) Given the reactants [C:1]([C:3]1[CH:4]=[CH:5][C:6]2[O:15][CH2:14][CH2:13][C:12]3[CH:11]=[C:10]([C:16]([OH:18])=O)[S:9][C:8]=3[C:7]=2[CH:19]=1)#[N:2].S(Cl)(Cl)=O.C(=O)([O-])[O-].[K+].[K+].[Cl:30][C:31]1[CH:32]=[C:33]([CH:38]=[CH:39][C:40]=1[NH:41][CH3:42])[C:34]([NH:36][CH3:37])=[O:35], predict the reaction product. The product is: [Cl:30][C:31]1[CH:32]=[C:33]([C:34](=[O:35])[NH:36][CH3:37])[CH:38]=[CH:39][C:40]=1[N:41]([CH3:42])[C:16]([C:10]1[S:9][C:8]2[C:7]3[CH:19]=[C:3]([C:1]#[N:2])[CH:4]=[CH:5][C:6]=3[O:15][CH2:14][CH2:13][C:12]=2[CH:11]=1)=[O:18]. (3) Given the reactants [Cl:1][C:2]1[C:3]([O:9][CH3:10])=[C:4]([NH2:8])[CH:5]=[CH:6][CH:7]=1.C([N:19]=[C:20]=[S:21])(=O)C1C=CC=CC=1.O, predict the reaction product. The product is: [Cl:1][C:2]1[C:3]([O:9][CH3:10])=[C:4]([NH:8][C:20]([NH2:19])=[S:21])[CH:5]=[CH:6][CH:7]=1.